Dataset: Reaction yield outcomes from USPTO patents with 853,638 reactions. Task: Predict the reaction yield, written as a fraction of the theoretical maximum amount of product (1.0 means a 100% yield; for example, 0.34 means a 34% yield). (1) The reactants are Br[C:2]1[CH:7]=[CH:6][C:5]([C:8]2[N:13]([CH2:14][C@@H:15]3[CH2:19][CH2:18][N:17]([C:20]([CH:22]4[CH2:24][CH2:23]4)=[O:21])[CH2:16]3)[C:12](=[O:25])[CH:11]=[C:10]([CH3:26])[N:9]=2)=[CH:4][CH:3]=1.CC1(C)C(C)(C)OB([C:35]2[CH:36]=[CH:37][C:38]3[O:42][CH:41]=[CH:40][C:39]=3[CH:43]=2)O1.C([O-])([O-])=O.[K+].[K+].CO. The catalyst is O1CCOCC1.C(OCC)(=O)C.C1C=CC(P(C2C=CC=CC=2)[C-]2C=CC=C2)=CC=1.C1C=CC(P(C2C=CC=CC=2)[C-]2C=CC=C2)=CC=1.Cl[Pd]Cl.[Fe+2].C(Cl)Cl. The product is [O:42]1[C:38]2[CH:37]=[CH:36][C:35]([C:2]3[CH:7]=[CH:6][C:5]([C:8]4[N:13]([CH2:14][C@@H:15]5[CH2:19][CH2:18][N:17]([C:20]([CH:22]6[CH2:23][CH2:24]6)=[O:21])[CH2:16]5)[C:12](=[O:25])[CH:11]=[C:10]([CH3:26])[N:9]=4)=[CH:4][CH:3]=3)=[CH:43][C:39]=2[CH:40]=[CH:41]1. The yield is 0.726. (2) The reactants are [CH2:1]([NH:6][C:7]1[CH:11]=[CH:10][S:9][CH:8]=1)[CH2:2][CH2:3][CH2:4][CH3:5].[C:12](Cl)(=[O:16])[C:13](Cl)=[O:14]. The catalyst is CCOCC. The product is [CH2:1]([N:6]1[C:13](=[O:14])[C:12](=[O:16])[C:8]2[S:9][CH:10]=[CH:11][C:7]1=2)[CH2:2][CH2:3][CH2:4][CH3:5]. The yield is 0.530. (3) The reactants are CO[C:3]1[CH:8]=[C:7](C)[C:6]([S:10](Cl)(=[O:12])=[O:11])=[C:5]([CH3:14])[CH:4]=1.CCN([CH2:20][CH3:21])CC.Cl.[NH:23]1[CH2:28][CH2:27][CH2:26][CH2:25][CH:24]1[CH2:29][CH2:30][CH2:31][C:32]([O:34][CH3:35])=[O:33].[CH2:36](Cl)Cl. No catalyst specified. The product is [C:6]1([S:10]([N:23]2[CH2:28][CH2:27][CH2:26][CH2:25][CH:24]2[CH2:29][CH2:30][CH2:31][C:32]([O:34][CH3:35])=[O:33])(=[O:11])=[O:12])[C:5]2[C:4](=[CH:36][CH:20]=[CH:21][CH:14]=2)[CH:3]=[CH:8][CH:7]=1. The yield is 0.790. (4) The reactants are [CH3:1][C:2]1[C:10]2[C:5](=[CH:6][C:7]([NH2:11])=[CH:8][CH:9]=2)[NH:4][N:3]=1.C([O-])(O)=O.[Na+].[Cl:17][C:18]1[N:23]=[C:22](Cl)[CH:21]=[CH:20][N:19]=1. The product is [Cl:17][C:18]1[N:23]=[C:22]([NH:11][C:7]2[CH:6]=[C:5]3[C:10]([C:2]([CH3:1])=[N:3][NH:4]3)=[CH:9][CH:8]=2)[CH:21]=[CH:20][N:19]=1. The yield is 0.890. The catalyst is C1COCC1.C(O)C.